From a dataset of Forward reaction prediction with 1.9M reactions from USPTO patents (1976-2016). Predict the product of the given reaction. (1) Given the reactants [N:1]1([CH2:6][CH2:7][CH2:8][CH2:9][CH2:10][N:11]2C(=O)C3=CC=CC=C3C2=O)[CH2:5][CH2:4][CH2:3][CH2:2]1.NN.O, predict the reaction product. The product is: [N:1]1([CH2:6][CH2:7][CH2:8][CH2:9][CH2:10][NH2:11])[CH2:5][CH2:4][CH2:3][CH2:2]1. (2) Given the reactants [CH:1]1[CH:2]=[CH:3][C:4]2[NH:11][C:9](=[O:10])[CH:8]=[C:7]([CH2:12][CH:13]([NH:17][C:18]([C:20]3[CH:21]=[CH:22][C:23]([Cl:26])=[CH:24][CH:25]=3)=[O:19])[C:14]([OH:16])=[O:15])[C:5]=2[CH:6]=1.Br[CH2:28][CH2:29][CH:30]([CH3:32])[CH3:31], predict the reaction product. The product is: [Cl:26][C:23]1[CH:24]=[CH:25][C:20]([C:18]([NH:17][CH:13]([CH2:12][C:7]2[C:5]3[C:4](=[CH:3][CH:2]=[CH:1][CH:6]=3)[NH:11][C:9](=[O:10])[CH:8]=2)[C:14]([O:16][CH2:28][CH2:29][CH:30]([CH3:32])[CH3:31])=[O:15])=[O:19])=[CH:21][CH:22]=1. (3) The product is: [O:1]=[C:2]1[C:7]([C:8]([NH:19][C@@H:20]([CH2:28][CH2:29][CH2:30][NH:31][C:32]([NH:34][S:35]([C:38]2[C:39]([CH3:52])=[C:40]3[C:45](=[C:46]([CH3:49])[C:47]=2[CH3:48])[O:44][C:43]([CH3:51])([CH3:50])[CH2:42][CH2:41]3)(=[O:36])=[O:37])=[NH:33])[C:21]([O:23][C:24]([CH3:25])([CH3:26])[CH3:27])=[O:22])=[O:10])=[CH:6][CH:5]=[CH:4][N:3]1[CH:11]([C:13]1[CH:18]=[CH:17][CH:16]=[CH:15][CH:14]=1)[CH3:12]. Given the reactants [O:1]=[C:2]1[C:7]([C:8]([OH:10])=O)=[CH:6][CH:5]=[CH:4][N:3]1[CH:11]([C:13]1[CH:18]=[CH:17][CH:16]=[CH:15][CH:14]=1)[CH3:12].[NH2:19][C@@H:20]([CH2:28][CH2:29][CH2:30][NH:31][C:32]([NH:34][S:35]([C:38]1[C:39]([CH3:52])=[C:40]2[C:45](=[C:46]([CH3:49])[C:47]=1[CH3:48])[O:44][C:43]([CH3:51])([CH3:50])[CH2:42][CH2:41]2)(=[O:37])=[O:36])=[NH:33])[C:21]([O:23][C:24]([CH3:27])([CH3:26])[CH3:25])=[O:22].CN(C(ON1N=NC2C=CC=CC1=2)=[N+](C)C)C.F[P-](F)(F)(F)(F)F.CCN(C(C)C)C(C)C, predict the reaction product. (4) Given the reactants [N:1]1([C:6]2[CH:7]=[C:8]([CH:11]=[CH:12][CH:13]=2)[C:9]#[N:10])[CH2:5][CH2:4][CH2:3][CH2:2]1.[H][H], predict the reaction product. The product is: [N:1]1([C:6]2[CH:7]=[C:8]([CH2:9][NH2:10])[CH:11]=[CH:12][CH:13]=2)[CH2:5][CH2:4][CH2:3][CH2:2]1. (5) Given the reactants [CH3:1][C@@H:2]1[CH2:7][NH:6][CH2:5][CH2:4][N:3]1[C:8](=[O:13])[C:9]([F:12])([F:11])[F:10].C1(P(C2C=CC=CC=2)C2C=CC3C(=CC=CC=3)C=2C2C3C(=CC=CC=3)C=CC=2P(C2C=CC=CC=2)C2C=CC=CC=2)C=CC=CC=1.C(=O)([O-])[O-].[Cs+].[Cs+].FC(F)(F)S(O[C:72]1[CH:81]=[CH:80][C:79]2[C:74](=[CH:75][CH:76]=[CH:77][C:78]=2[F:82])[CH:73]=1)(=O)=O, predict the reaction product. The product is: [F:82][C:78]1[CH:77]=[CH:76][CH:75]=[C:74]2[C:79]=1[CH:80]=[CH:81][C:72]([N:6]1[CH2:5][CH2:4][N:3]([C:8](=[O:13])[C:9]([F:12])([F:10])[F:11])[C@H:2]([CH3:1])[CH2:7]1)=[CH:73]2.